This data is from NCI-60 drug combinations with 297,098 pairs across 59 cell lines. The task is: Regression. Given two drug SMILES strings and cell line genomic features, predict the synergy score measuring deviation from expected non-interaction effect. (1) Drug 1: C#CCC(CC1=CN=C2C(=N1)C(=NC(=N2)N)N)C3=CC=C(C=C3)C(=O)NC(CCC(=O)O)C(=O)O. Drug 2: C(CC(=O)O)C(=O)CN.Cl. Cell line: CCRF-CEM. Synergy scores: CSS=14.9, Synergy_ZIP=-2.52, Synergy_Bliss=3.64, Synergy_Loewe=-1.65, Synergy_HSA=-0.119. (2) Drug 1: CC12CCC3C(C1CCC2OP(=O)(O)O)CCC4=C3C=CC(=C4)OC(=O)N(CCCl)CCCl.[Na+]. Drug 2: COCCOC1=C(C=C2C(=C1)C(=NC=N2)NC3=CC=CC(=C3)C#C)OCCOC.Cl. Cell line: A549. Synergy scores: CSS=-11.1, Synergy_ZIP=21.2, Synergy_Bliss=29.3, Synergy_Loewe=-13.1, Synergy_HSA=-0.302. (3) Drug 1: CC12CCC(CC1=CCC3C2CCC4(C3CC=C4C5=CN=CC=C5)C)O. Drug 2: CC1CCCC2(C(O2)CC(NC(=O)CC(C(C(=O)C(C1O)C)(C)C)O)C(=CC3=CSC(=N3)C)C)C. Cell line: NCI-H322M. Synergy scores: CSS=1.27, Synergy_ZIP=-0.0636, Synergy_Bliss=2.73, Synergy_Loewe=1.03, Synergy_HSA=1.66. (4) Synergy scores: CSS=-0.551, Synergy_ZIP=0.381, Synergy_Bliss=-1.33, Synergy_Loewe=-2.48, Synergy_HSA=-2.73. Drug 2: C1C(C(OC1N2C=NC3=C2NC=NCC3O)CO)O. Cell line: RXF 393. Drug 1: C1=NNC2=C1C(=O)NC=N2. (5) Drug 1: C1=C(C(=O)NC(=O)N1)N(CCCl)CCCl. Drug 2: CC(C)CN1C=NC2=C1C3=CC=CC=C3N=C2N. Cell line: T-47D. Synergy scores: CSS=11.1, Synergy_ZIP=-7.14, Synergy_Bliss=-0.230, Synergy_Loewe=-1.49, Synergy_HSA=-1.10.